Task: Regression. Given a peptide amino acid sequence and an MHC pseudo amino acid sequence, predict their binding affinity value. This is MHC class I binding data.. Dataset: Peptide-MHC class I binding affinity with 185,985 pairs from IEDB/IMGT (1) The peptide sequence is GQWDGWVWL. The MHC is HLA-A01:01 with pseudo-sequence HLA-A01:01. The binding affinity (normalized) is 0.0847. (2) The peptide sequence is NHINVELSP. The MHC is Mamu-A07 with pseudo-sequence Mamu-A07. The binding affinity (normalized) is 0.135. (3) The binding affinity (normalized) is 0.0847. The peptide sequence is GLEAYIQGI. The MHC is HLA-B15:17 with pseudo-sequence HLA-B15:17. (4) The peptide sequence is TFQLLNMIK. The MHC is HLA-A33:01 with pseudo-sequence HLA-A33:01. The binding affinity (normalized) is 0.572. (5) The peptide sequence is GFTPPHGGL. The MHC is Patr-A0901 with pseudo-sequence Patr-A0901. The binding affinity (normalized) is 0.329. (6) The peptide sequence is AMDSNTLEL. The MHC is HLA-A02:01 with pseudo-sequence HLA-A02:01. The binding affinity (normalized) is 0.556. (7) The MHC is HLA-A29:02 with pseudo-sequence HLA-A29:02. The peptide sequence is IPVHPRHPY. The binding affinity (normalized) is 0.367. (8) The peptide sequence is TEANAGQFL. The MHC is HLA-A02:16 with pseudo-sequence HLA-A02:16. The binding affinity (normalized) is 0.0847. (9) The peptide sequence is LYLYVPFLW. The MHC is HLA-A24:02 with pseudo-sequence HLA-A24:02. The binding affinity (normalized) is 0.630. (10) The peptide sequence is FPVRPQVPL. The MHC is HLA-B07:02 with pseudo-sequence HLA-B07:02. The binding affinity (normalized) is 0.668.